From a dataset of Forward reaction prediction with 1.9M reactions from USPTO patents (1976-2016). Predict the product of the given reaction. Given the reactants [NH2:1][C:2]1[CH:3]=[C:4]([CH:7]=[CH:8][CH:9]=1)[CH2:5][OH:6].[C:10](=[O:13])([O-])[O-].[K+].[K+].Br[CH2:17][C:18]([C:20]1[CH:25]=[CH:24][C:23](Cl)=[CH:22][CH:21]=1)=[O:19], predict the reaction product. The product is: [OH:6][CH2:5][C:4]1[CH:3]=[C:2]([NH:1][CH2:17][C:18]([C:20]2[CH:25]=[CH:24][C:23]([O:13][C:10]3[CH:4]=[CH:3][CH:2]=[CH:9][CH:8]=3)=[CH:22][CH:21]=2)=[O:19])[CH:9]=[CH:8][CH:7]=1.